Dataset: Forward reaction prediction with 1.9M reactions from USPTO patents (1976-2016). Task: Predict the product of the given reaction. (1) Given the reactants [ClH:1].O1CCOCC1.[CH2:8]([O:10][C:11]([C:13]1[C:22](=[O:23])[C:21]2[C:16](=[C:17]([O:42][CH3:43])[C:18]([N:25]3[CH2:30][CH2:29][CH2:28][C:27](=[C:31]([F:41])[CH2:32][NH:33]C(OC(C)(C)C)=O)[CH2:26]3)=[C:19]([F:24])[CH:20]=2)[N:15]([CH:44]2[CH2:46][CH2:45]2)[CH:14]=1)=[O:12])[CH3:9], predict the reaction product. The product is: [ClH:1].[CH2:8]([O:10][C:11]([C:13]1[C:22](=[O:23])[C:21]2[C:16](=[C:17]([O:42][CH3:43])[C:18]([N:25]3[CH2:30][CH2:29][CH2:28][C:27](=[C:31]([F:41])[CH2:32][NH2:33])[CH2:26]3)=[C:19]([F:24])[CH:20]=2)[N:15]([CH:44]2[CH2:45][CH2:46]2)[CH:14]=1)=[O:12])[CH3:9]. (2) Given the reactants [N:1]1[C:6]2[S:7][CH:8]=[CH:9][C:5]=2[C:4](=O)[NH:3][CH:2]=1.P(Cl)(Cl)([Cl:13])=O, predict the reaction product. The product is: [Cl:13][C:4]1[C:5]2[CH:9]=[CH:8][S:7][C:6]=2[N:1]=[CH:2][N:3]=1. (3) Given the reactants Br[C:2]1[CH:7]=[CH:6][C:5]([C:8]2[O:12][N:11]=[C:10]([CH3:13])[C:9]=2[C@H:14]([OH:25])[CH2:15][S:16]([CH2:18][C:19]2[CH:24]=[CH:23][CH:22]=[CH:21][CH:20]=2)=[O:17])=[CH:4][CH:3]=1.[CH2:26]([O:28][C:29]([C:31]1([C:34]2[CH:39]=[CH:38][C:37](B3OC(C)(C)C(C)(C)O3)=[CH:36][CH:35]=2)[CH2:33][CH2:32]1)=[O:30])[CH3:27], predict the reaction product. The product is: [CH2:26]([O:28][C:29]([C:31]1([C:34]2[CH:39]=[CH:38][C:37]([C:2]3[CH:7]=[CH:6][C:5]([C:8]4[O:12][N:11]=[C:10]([CH3:13])[C:9]=4[C@H:14]([OH:25])[CH2:15][S:16]([CH2:18][C:19]4[CH:24]=[CH:23][CH:22]=[CH:21][CH:20]=4)=[O:17])=[CH:4][CH:3]=3)=[CH:36][CH:35]=2)[CH2:32][CH2:33]1)=[O:30])[CH3:27]. (4) Given the reactants [C:1]([N:5]1[CH:9]=[C:8]([C:10]2[NH:15][C:14](=[O:16])[C:13]3[N:17]([CH:20]([F:22])[F:21])[CH:18]=[N:19][C:12]=3[CH:11]=2)[CH:7]=[N:6]1)([CH3:4])([CH3:3])[CH3:2].O[C@H:24]([C@H:26]1[CH2:30][N:29]([C@@H:31]([C:33]2[CH:38]=[CH:37][C:36]([O:39][CH3:40])=[CH:35][CH:34]=2)[CH3:32])[C:28](=[O:41])[CH2:27]1)[CH3:25].C1C=CC(P(C2C=CC=CC=2)C2C=CC=CC=2)=CC=1.CCOC(/N=N/C(OCC)=O)=O, predict the reaction product. The product is: [C:1]([N:5]1[CH:9]=[C:8]([C:10]2[N:15]=[C:14]([O:16][C@@H:24]([C@H:26]3[CH2:30][N:29]([C@@H:31]([C:33]4[CH:34]=[CH:35][C:36]([O:39][CH3:40])=[CH:37][CH:38]=4)[CH3:32])[C:28](=[O:41])[CH2:27]3)[CH3:25])[C:13]3[N:17]([CH:20]([F:21])[F:22])[CH:18]=[N:19][C:12]=3[CH:11]=2)[CH:7]=[N:6]1)([CH3:4])([CH3:2])[CH3:3]. (5) Given the reactants [F:1][C:2]1[CH:23]=[CH:22][CH:21]=[C:20]([F:24])[C:3]=1[CH2:4][O:5][C:6]1[C:7]2[N:8]([C:13]([C:17](O)=[O:18])=[C:14]([CH3:16])[N:15]=2)[CH:9]=[C:10]([CH3:12])[CH:11]=1.CN(C(ON1N=NC2C=CC=CC1=2)=[N+](C)C)C.[B-](F)(F)(F)F.CN1CCOCC1.Cl.[NH2:55][CH2:56][CH:57]1[CH2:66][CH2:65][C:64]2[C:59](=[CH:60][CH:61]=[CH:62][CH:63]=2)[N:58]1[C:67]([O:69][C:70]([CH3:73])([CH3:72])[CH3:71])=[O:68], predict the reaction product. The product is: [F:1][C:2]1[CH:23]=[CH:22][CH:21]=[C:20]([F:24])[C:3]=1[CH2:4][O:5][C:6]1[C:7]2[N:8]([C:13]([C:17]([NH:55][CH2:56][CH:57]3[CH2:66][CH2:65][C:64]4[C:59](=[CH:60][CH:61]=[CH:62][CH:63]=4)[N:58]3[C:67]([O:69][C:70]([CH3:73])([CH3:72])[CH3:71])=[O:68])=[O:18])=[C:14]([CH3:16])[N:15]=2)[CH:9]=[C:10]([CH3:12])[CH:11]=1.